From a dataset of Forward reaction prediction with 1.9M reactions from USPTO patents (1976-2016). Predict the product of the given reaction. Given the reactants [F:1][C:2]1[C:3]([N:8]2[C:12]([CH2:13][C:14]3[N:19]=[CH:18][N:17]4[N:20]=[C:21]([CH2:23]O)[N:22]=[C:16]4[C:15]=3[CH2:25][CH2:26][CH3:27])=[CH:11][CH:10]=[N:9]2)=[N:4][CH:5]=[CH:6][CH:7]=1.COCCN(S(F)(F)[F:38])CCOC.C([O-])(O)=O.[Na+], predict the reaction product. The product is: [F:38][CH2:23][C:21]1[N:22]=[C:16]2[N:17]([CH:18]=[N:19][C:14]([CH2:13][C:12]3[N:8]([C:3]4[C:2]([F:1])=[CH:7][CH:6]=[CH:5][N:4]=4)[N:9]=[CH:10][CH:11]=3)=[C:15]2[CH2:25][CH2:26][CH3:27])[N:20]=1.